Predict which catalyst facilitates the given reaction. From a dataset of Catalyst prediction with 721,799 reactions and 888 catalyst types from USPTO. (1) Reactant: [NH2:1][C:2](=[O:33])[C:3]([NH:6][C:7](=[O:32])[C:8]1[CH:13]=[CH:12][CH:11]=[C:10]([C:14]2[C:23]3[C:18](=[CH:19][C:20]([OH:29])=[C:21]4[O:26][C:25]([CH3:28])([CH3:27])[CH2:24][C:22]4=3)[CH2:17][C:16]([CH3:31])([CH3:30])[N:15]=2)[CH:9]=1)([CH3:5])[CH3:4].C(=O)([O-])[O-].[K+].[K+].[F:40][C:41]([F:45])([F:44])[CH2:42]I. Product: [NH2:1][C:2](=[O:33])[C:3]([NH:6][C:7](=[O:32])[C:8]1[CH:13]=[CH:12][CH:11]=[C:10]([C:14]2[C:23]3[C:18](=[CH:19][C:20]([O:29][CH2:42][C:41]([F:45])([F:44])[F:40])=[C:21]4[O:26][C:25]([CH3:27])([CH3:28])[CH2:24][C:22]4=3)[CH2:17][C:16]([CH3:31])([CH3:30])[N:15]=2)[CH:9]=1)([CH3:5])[CH3:4]. The catalyst class is: 9. (2) Reactant: [C:1]([O:5][C:6](=[O:27])[NH:7][C:8]1[CH:13]=[C:12]([N:14]([CH2:16][CH:17]([CH3:19])[CH3:18])[CH3:15])[C:11]([C:20]([F:23])([F:22])[F:21])=[CH:10][C:9]=1[N+:24]([O-])=O)([CH3:4])([CH3:3])[CH3:2]. The catalyst class is: 45. Product: [C:1]([O:5][C:6](=[O:27])[NH:7][C:8]1[CH:13]=[C:12]([N:14]([CH2:16][CH:17]([CH3:19])[CH3:18])[CH3:15])[C:11]([C:20]([F:23])([F:22])[F:21])=[CH:10][C:9]=1[NH2:24])([CH3:3])([CH3:4])[CH3:2]. (3) Product: [C:68]([O:23][C@H:22]1[C@H:21]([O:24][C@@H:25]2[O:57][C@H:56]([CH2:58][O:59][C:60](=[O:67])[C:61]3[CH:66]=[CH:65][CH:64]=[CH:63][CH:62]=3)[C@H:46]([O:47][C:48](=[O:55])[C:49]3[CH:54]=[CH:53][CH:52]=[CH:51][CH:50]=3)[C@H:36]([O:37][C:38](=[O:45])[C:39]3[CH:44]=[CH:43][CH:42]=[CH:41][CH:40]=3)[C@H:26]2[O:27][C:28](=[O:35])[C:29]2[CH:34]=[CH:33][CH:32]=[CH:31][CH:30]=2)[CH2:20][O:19][C@@H:11]([O:12][CH2:13][CH2:14][Si:15]([CH3:17])([CH3:16])[CH3:18])[C@@H:10]1[O:9][C:1](=[O:8])[C:2]1[CH:3]=[CH:4][CH:5]=[CH:6][CH:7]=1)(=[O:70])[CH3:69]. The catalyst class is: 17. Reactant: [C:1]([O:9][C@@H:10]1[C@@H:22]([OH:23])[C@H:21]([O:24][C@@H:25]2[O:57][C@H:56]([CH2:58][O:59][C:60](=[O:67])[C:61]3[CH:66]=[CH:65][CH:64]=[CH:63][CH:62]=3)[C@H:46]([O:47][C:48](=[O:55])[C:49]3[CH:54]=[CH:53][CH:52]=[CH:51][CH:50]=3)[C@H:36]([O:37][C:38](=[O:45])[C:39]3[CH:44]=[CH:43][CH:42]=[CH:41][CH:40]=3)[C@H:26]2[O:27][C:28](=[O:35])[C:29]2[CH:34]=[CH:33][CH:32]=[CH:31][CH:30]=2)[CH2:20][O:19][C@H:11]1[O:12][CH2:13][CH2:14][Si:15]([CH3:18])([CH3:17])[CH3:16])(=[O:8])[C:2]1[CH:7]=[CH:6][CH:5]=[CH:4][CH:3]=1.[C:68](OC(=O)C)(=[O:70])[CH3:69]. (4) Reactant: [Cl:1][C:2]1[N:3]=[C:4]([Cl:11])[C:5]2[NH:10][CH:9]=[CH:8][C:6]=2[N:7]=1.[H-].[Na+].[CH3:14]I. Product: [Cl:1][C:2]1[N:3]=[C:4]([Cl:11])[C:5]2[N:10]([CH3:14])[CH:9]=[CH:8][C:6]=2[N:7]=1. The catalyst class is: 10. (5) Reactant: Cl[CH2:2][CH2:3]Cl.CC(CC(O)CO)C.C(=O)([O-])[O-].[K+].[K+].[C:19]([O:26][CH3:27])(=[O:25])[CH2:20][C:21]([O:23][CH3:24])=[O:22]. Product: [C:20]1([C:19]([O:26][CH3:27])=[O:25])([C:21]([O:23][CH3:24])=[O:22])[CH2:3][CH2:2]1. The catalyst class is: 568. (6) Reactant: [H-].[Na+].C(OP([CH2:11][C:12]([O:14][CH2:15][CH3:16])=[O:13])(OCC)=O)C.[S:17]1[C:21]2[C:22]([CH:26]=O)=[CH:23][CH:24]=[CH:25][C:20]=2[N:19]=[N:18]1.O. Product: [S:17]1[C:21]2[C:22](/[CH:26]=[CH:11]/[C:12]([O:14][CH2:15][CH3:16])=[O:13])=[CH:23][CH:24]=[CH:25][C:20]=2[N:19]=[N:18]1. The catalyst class is: 7.